Dataset: Catalyst prediction with 721,799 reactions and 888 catalyst types from USPTO. Task: Predict which catalyst facilitates the given reaction. (1) Reactant: [Br:1][C:2]1[C:3](Cl)=[N:4][C:5]([Cl:8])=[N:6][CH:7]=1.C(N(C(C)C)CC)(C)C.[NH2:19][CH:20]([CH:30]([CH3:32])[CH3:31])[CH2:21][NH:22][C:23](=[O:29])[O:24][C:25]([CH3:28])([CH3:27])[CH3:26]. Product: [Br:1][C:2]1[C:3]([NH:19][CH:20]([CH:30]([CH3:32])[CH3:31])[CH2:21][NH:22][C:23](=[O:29])[O:24][C:25]([CH3:26])([CH3:27])[CH3:28])=[N:4][C:5]([Cl:8])=[N:6][CH:7]=1. The catalyst class is: 8. (2) Reactant: [Br:1][C:2]1[N:7]=[C:6]([CH:8]([C:10]2[CH:15]=[CH:14][C:13]([F:16])=[CH:12][CH:11]=2)[OH:9])[CH:5]=[CH:4][CH:3]=1.[Cr](Cl)([O-])(=O)=O.[NH+]1C=CC=CC=1. Product: [Br:1][C:2]1[N:7]=[C:6]([C:8]([C:10]2[CH:15]=[CH:14][C:13]([F:16])=[CH:12][CH:11]=2)=[O:9])[CH:5]=[CH:4][CH:3]=1. The catalyst class is: 4.